This data is from Reaction yield outcomes from USPTO patents with 853,638 reactions. The task is: Predict the reaction yield, written as a fraction of the theoretical maximum amount of product (1.0 means a 100% yield; for example, 0.34 means a 34% yield). (1) The reactants are [Cl:1][C:2]1[C:9]([CH3:10])=[C:8](I)[CH:7]=[CH:6][C:3]=1[C:4]#[N:5].[CH2:12]([CH:14]1[NH:18][C:17](=[O:19])[C:16]([CH3:21])([CH3:20])[C:15]1=[O:22])[CH3:13].C(=O)([O-])[O-].[Cs+].[Cs+].C1(P(C2C=CC=CC=2)C2C3OC4C(=CC=CC=4P(C4C=CC=CC=4)C4C=CC=CC=4)C(C)(C)C=3C=CC=2)C=CC=CC=1. The catalyst is O1CCOCC1.C1C=CC(/C=C/C(/C=C/C2C=CC=CC=2)=O)=CC=1.C1C=CC(/C=C/C(/C=C/C2C=CC=CC=2)=O)=CC=1.C1C=CC(/C=C/C(/C=C/C2C=CC=CC=2)=O)=CC=1.[Pd].[Pd].O. The product is [Cl:1][C:2]1[C:9]([CH3:10])=[C:8]([N:18]2[CH:14]([CH2:12][CH3:13])[C:15](=[O:22])[C:16]([CH3:21])([CH3:20])[C:17]2=[O:19])[CH:7]=[CH:6][C:3]=1[C:4]#[N:5]. The yield is 0.270. (2) The reactants are [C:1]([O-:6])(=[O:5])[C@@H:2]([CH3:4])[OH:3].[F:7][C:8]([F:21])([F:20])[S:9](O[S:9]([C:8]([F:21])([F:20])[F:7])(=[O:11])=[O:10])(=[O:11])=[O:10].N1C(C)=CC=C[C:23]=1C. The catalyst is C(Cl)Cl. The product is [F:7][C:8]([F:21])([F:20])[S:9]([O:3][C@H:2]([CH3:4])[C:1]([O:6][CH3:23])=[O:5])(=[O:11])=[O:10]. The yield is 0.770. (3) The reactants are [O:1]1[C:6]2[CH:7]=[CH:8][C:9]([N:11]3[CH2:15][C@@H:14]([CH2:16][OH:17])[O:13][C:12]3=[O:18])=[CH:10][C:5]=2[O:4][CH2:3][CH2:2]1.C(OC1C(OC(=O)C)=C(I)C=CC=1)(=[O:21])C.CC1(C)N([O])C(C)(C)CCC1.C([O-])([O-])=O.[Na+].[Na+]. The catalyst is CC(=O)OCC.O.CC#N. The product is [O:1]1[C:6]2[CH:7]=[CH:8][C:9]([N:11]3[CH2:15][C@@H:14]([C:16]([OH:21])=[O:17])[O:13][C:12]3=[O:18])=[CH:10][C:5]=2[O:4][CH2:3][CH2:2]1. The yield is 0.810. (4) The reactants are [CH2:1]([C:3]1[CH:4]=[N:5][C:6]([NH:9][CH2:10][CH2:11][C:12]2[CH:17]=[CH:16][C:15]([OH:18])=[CH:14][CH:13]=2)=[N:7][CH:8]=1)[CH3:2].Br[CH:20]([CH3:26])[C:21]([O:23][CH2:24][CH3:25])=[O:22].C([O-])([O-])=O.[Cs+].[Cs+]. The catalyst is CC#N. The product is [CH2:1]([C:3]1[CH:4]=[N:5][C:6]([NH:9][CH2:10][CH2:11][C:12]2[CH:13]=[CH:14][C:15]([O:18][CH:20]([CH3:26])[C:21]([O:23][CH2:24][CH3:25])=[O:22])=[CH:16][CH:17]=2)=[N:7][CH:8]=1)[CH3:2]. The yield is 0.750. (5) The reactants are C(OC([NH:11][CH:12]([CH3:23])[C:13](=[O:22])[C:14]([CH3:21])([CH3:20])[C:15](OCC)=[O:16])=O)C1C=CC=CC=1. The catalyst is CO.[C].[Pd]. The product is [CH3:20][C:14]1([CH3:21])[C:13](=[O:22])[CH:12]([CH3:23])[NH:11][C:15]1=[O:16]. The yield is 0.870.